Predict the reactants needed to synthesize the given product. From a dataset of Full USPTO retrosynthesis dataset with 1.9M reactions from patents (1976-2016). (1) Given the product [CH2:1]([NH:4][C:5]1[CH:12]=[CH:11][C:8]([C:9]#[N:10])=[CH:7][C:6]=1[NH2:13])[CH:2]=[CH2:3], predict the reactants needed to synthesize it. The reactants are: [CH2:1]([NH:4][C:5]1[CH:12]=[CH:11][C:8]([C:9]#[N:10])=[CH:7][C:6]=1[N+:13]([O-])=O)[CH:2]=[CH2:3].[Sn](Cl)Cl.[OH-].[Na+]. (2) Given the product [CH3:19][C:17]1[N:18]=[C:13]([C:12]2[O:9][N:8]=[C:6]([C:5]3[CH:10]=[CH:11][C:2]([NH2:1])=[N:3][CH:4]=3)[N:7]=2)[CH:14]=[C:15]([C:22]2[CH:23]=[CH:24][C:25]([C:28]([F:31])([F:30])[F:29])=[CH:26][CH:27]=2)[CH:16]=1, predict the reactants needed to synthesize it. The reactants are: [NH2:1][C:2]1[CH:11]=[CH:10][C:5]([C:6]([NH:8][OH:9])=[NH:7])=[CH:4][N:3]=1.[CH3:12][C:13]1[N:18]=[C:17]([C:19](O)=O)[CH:16]=[C:15]([C:22]2[CH:27]=[CH:26][C:25]([C:28]([F:31])([F:30])[F:29])=[CH:24][CH:23]=2)[CH:14]=1. (3) Given the product [C:1]([C:5]([C:8]([O:11][CH2:12][C:13]([C:16]([O-:18])=[O:17])([F:15])[F:14])([F:9])[F:10])([F:7])[F:6])([F:4])([F:3])[F:2].[NH4+:19], predict the reactants needed to synthesize it. The reactants are: [C:1]([C:5]([C:8]([O:11][CH2:12][C:13]([C:16]([OH:18])=[O:17])([F:15])[F:14])([F:10])[F:9])([F:7])[F:6])([F:4])([F:3])[F:2].[NH3:19].[OH-].[Na+]. (4) Given the product [N:43]1[CH:44]=[CH:45][CH:46]=[C:41]([CH:38]2[CH2:39][CH2:40][N:36]([C:47]([N:4]3[C:5]4[C:10](=[CH:9][CH:8]=[CH:7][CH:6]=4)[N:1]([C:28]([O:34][C:21]([CH3:23])([CH3:53])[CH3:22])=[O:27])[CH2:2][CH2:3]3)=[O:50])[CH2:37]2)[CH:42]=1, predict the reactants needed to synthesize it. The reactants are: [N:1]1(NC(O)=O)[C:10]2[C:5](=[CH:6][CH:7]=[CH:8][CH:9]=2)[NH:4][CH2:3][CH2:2]1.C(N([CH:21]([CH3:23])[CH3:22])CC)(C)C.ClC(Cl)([O:27][C:28](=[O:34])OC(Cl)(Cl)Cl)Cl.[NH:36]1[CH2:40][CH2:39][CH:38]([C:41]2[CH:42]=[N:43][CH:44]=[CH:45][CH:46]=2)[CH2:37]1.[C:47](=[O:50])([O-])O.[Na+].Cl[CH2:53]Cl. (5) Given the product [C:25]([C:22]1[CH:23]=[CH:24][C:12]([NH:11][C:9]([C:6]2[C:5]3[CH:27]=[CH:28][C:2]([NH:1][S:30]([CH3:29])(=[O:32])=[O:31])=[CH:3][C:4]=3[O:8][N:7]=2)=[O:10])=[C:13]([CH:21]=1)[C:14]([OH:16])=[O:15])#[N:26], predict the reactants needed to synthesize it. The reactants are: [NH2:1][C:2]1[CH:28]=[CH:27][C:5]2[C:6]([C:9]([NH:11][C:12]3[CH:24]=[CH:23][C:22]([C:25]#[N:26])=[CH:21][C:13]=3[C:14]([O:16]C(C)(C)C)=[O:15])=[O:10])=[N:7][O:8][C:4]=2[CH:3]=1.[CH3:29][S:30](Cl)(=[O:32])=[O:31].